This data is from Forward reaction prediction with 1.9M reactions from USPTO patents (1976-2016). The task is: Predict the product of the given reaction. (1) Given the reactants [CH3:1][C:2]1([CH3:20])[C:7]2[CH:8]=[C:9]([C:12]3[NH:16][C:15]([C:17]#[N:18])=[CH:14][CH:13]=3)[CH:10]=[CH:11][C:6]=2[NH:5][C:4](=[O:19])[O:3]1.[C:21](=O)([O-])[O-].[K+].[K+].IC.O, predict the reaction product. The product is: [CH3:1][C:2]1([CH3:20])[C:7]2[CH:8]=[C:9]([C:12]3[N:16]([CH3:21])[C:15]([C:17]#[N:18])=[CH:14][CH:13]=3)[CH:10]=[CH:11][C:6]=2[NH:5][C:4](=[O:19])[O:3]1. (2) Given the reactants [CH2:1]([O:8][C:9]1[CH:10]=[N:11][CH:12]=[C:13]([CH:18]=1)[C:14]([O:16]C)=[O:15])[C:2]1[CH:7]=[CH:6][CH:5]=[CH:4][CH:3]=1.C1COCC1.[OH-].[Na+:25], predict the reaction product. The product is: [CH2:1]([O:8][C:9]1[CH:10]=[N:11][CH:12]=[C:13]([CH:18]=1)[C:14]([O-:16])=[O:15])[C:2]1[CH:3]=[CH:4][CH:5]=[CH:6][CH:7]=1.[Na+:25]. (3) Given the reactants [Br:1][C:2]1[CH:10]=[C:9]([CH3:11])[C:8]([Br:12])=[C:7]2[C:3]=1[CH2:4][CH:5]([CH3:14])[C:6]2=O.[BH4-].[Na+].Cl, predict the reaction product. The product is: [Br:12][C:8]1[C:9]([CH3:11])=[CH:10][C:2]([Br:1])=[C:3]2[C:7]=1[CH:6]=[C:5]([CH3:14])[CH2:4]2. (4) Given the reactants Br.[NH2:2][C:3]1[C:11]([OH:12])=[CH:10][CH:9]=[CH:8][C:4]=1[C:5]([OH:7])=[O:6].[CH:13]1([C:17](Cl)=O)[CH2:16][CH2:15][CH2:14]1.C(N(CC)CC)C.O.C1(C)C=CC(S(O)(=O)=O)=CC=1, predict the reaction product. The product is: [CH:13]1([C:17]2[O:12][C:11]3[C:3](=[C:4]([C:5]([OH:7])=[O:6])[CH:8]=[CH:9][CH:10]=3)[N:2]=2)[CH2:16][CH2:15][CH2:14]1. (5) Given the reactants [NH:1]1[CH2:4][CH:3]([N:5]2[CH2:10][CH2:9][N:8]([C:11]([O:13][C:14]([CH3:17])([CH3:16])[CH3:15])=[O:12])[CH2:7][CH:6]2[CH2:18][CH2:19][OH:20])[CH2:2]1.[Br:21][C:22]1[CH:23]=[C:24]([CH:41]=[C:42]([Br:44])[CH:43]=1)[C:25]([N:27]([CH2:29][C@H:30]([C:34]1[CH:39]=[CH:38][C:37]([F:40])=[CH:36][CH:35]=1)[CH2:31][CH:32]=O)[CH3:28])=[O:26].C([BH3-])#N.[Na+], predict the reaction product. The product is: [Br:21][C:22]1[CH:23]=[C:24]([CH:41]=[C:42]([Br:44])[CH:43]=1)[C:25]([N:27]([CH3:28])[CH2:29][C@H:30]([C:34]1[CH:39]=[CH:38][C:37]([F:40])=[CH:36][CH:35]=1)[CH2:31][CH2:32][N:1]1[CH2:4][CH:3]([N:5]2[CH2:10][CH2:9][N:8]([C:11]([O:13][C:14]([CH3:15])([CH3:16])[CH3:17])=[O:12])[CH2:7][CH:6]2[CH2:18][CH2:19][OH:20])[CH2:2]1)=[O:26]. (6) Given the reactants CN(C)C(=O)C.P([O-])([O-])([O-])=O.[K+].[K+].[K+].[CH3:15][O:16][C:17]([CH:19]1[CH2:24][CH2:23][CH:22]([C:25]2[CH:30]=[CH:29][C:28](Br)=[CH:27][CH:26]=2)[CH2:21][CH2:20]1)=[O:18].[CH2:32]([CH:37]1[CH2:42][CH2:41][CH:40]([CH:43]=[CH2:44])[CH2:39][CH2:38]1)[CH2:33][CH2:34][CH2:35][CH3:36], predict the reaction product. The product is: [CH3:15][O:16][C:17]([CH:19]1[CH2:24][CH2:23][CH:22]([C:25]2[CH:30]=[CH:29][C:28]([CH:44]=[CH:43][CH:40]3[CH2:41][CH2:42][CH:37]([CH2:32][CH2:33][CH2:34][CH2:35][CH3:36])[CH2:38][CH2:39]3)=[CH:27][CH:26]=2)[CH2:21][CH2:20]1)=[O:18].